From a dataset of NCI-60 drug combinations with 297,098 pairs across 59 cell lines. Regression. Given two drug SMILES strings and cell line genomic features, predict the synergy score measuring deviation from expected non-interaction effect. (1) Drug 1: CC(C)NC(=O)C1=CC=C(C=C1)CNNC.Cl. Drug 2: C1CCC(C(C1)N)N.C(=O)(C(=O)[O-])[O-].[Pt+4]. Cell line: CCRF-CEM. Synergy scores: CSS=31.6, Synergy_ZIP=0.0809, Synergy_Bliss=-3.08, Synergy_Loewe=-39.5, Synergy_HSA=-5.92. (2) Drug 1: CN(C(=O)NC(C=O)C(C(C(CO)O)O)O)N=O. Drug 2: CC1=C(C(=O)C2=C(C1=O)N3CC4C(C3(C2COC(=O)N)OC)N4)N. Cell line: OVCAR-4. Synergy scores: CSS=6.91, Synergy_ZIP=-0.834, Synergy_Bliss=2.20, Synergy_Loewe=-0.463, Synergy_HSA=0.951. (3) Synergy scores: CSS=48.3, Synergy_ZIP=0.313, Synergy_Bliss=-1.86, Synergy_Loewe=2.21, Synergy_HSA=2.80. Drug 2: CC1C(C(CC(O1)OC2CC(CC3=C2C(=C4C(=C3O)C(=O)C5=C(C4=O)C(=CC=C5)OC)O)(C(=O)CO)O)N)O.Cl. Drug 1: CC1=C(N=C(N=C1N)C(CC(=O)N)NCC(C(=O)N)N)C(=O)NC(C(C2=CN=CN2)OC3C(C(C(C(O3)CO)O)O)OC4C(C(C(C(O4)CO)O)OC(=O)N)O)C(=O)NC(C)C(C(C)C(=O)NC(C(C)O)C(=O)NCCC5=NC(=CS5)C6=NC(=CS6)C(=O)NCCC[S+](C)C)O. Cell line: NCI-H226. (4) Drug 1: C(CCl)NC(=O)N(CCCl)N=O. Drug 2: C(CN)CNCCSP(=O)(O)O. Cell line: UACC-257. Synergy scores: CSS=14.1, Synergy_ZIP=-1.62, Synergy_Bliss=1.63, Synergy_Loewe=1.80, Synergy_HSA=1.22. (5) Drug 1: CC1OCC2C(O1)C(C(C(O2)OC3C4COC(=O)C4C(C5=CC6=C(C=C35)OCO6)C7=CC(=C(C(=C7)OC)O)OC)O)O. Drug 2: C1=C(C(=O)NC(=O)N1)F. Cell line: OVCAR-8. Synergy scores: CSS=50.5, Synergy_ZIP=4.97, Synergy_Bliss=4.72, Synergy_Loewe=7.70, Synergy_HSA=10.1.